This data is from Peptide-MHC class II binding affinity with 134,281 pairs from IEDB. The task is: Regression. Given a peptide amino acid sequence and an MHC pseudo amino acid sequence, predict their binding affinity value. This is MHC class II binding data. (1) The binding affinity (normalized) is 0.0574. The MHC is HLA-DPA10301-DPB10402 with pseudo-sequence HLA-DPA10301-DPB10402. The peptide sequence is GKWLDAKSTWYGKPT. (2) The peptide sequence is TPTSLLISWGHYPLH. The MHC is DRB5_0101 with pseudo-sequence DRB5_0101. The binding affinity (normalized) is 0.329. (3) The peptide sequence is YDKFHANVSTVLTGK. The MHC is DRB1_0101 with pseudo-sequence DRB1_0101. The binding affinity (normalized) is 0.775. (4) The peptide sequence is HMQDKTMVKKWRDVP. The MHC is HLA-DQA10501-DQB10303 with pseudo-sequence HLA-DQA10501-DQB10303. The binding affinity (normalized) is 0. (5) The binding affinity (normalized) is 0.164. The MHC is HLA-DQA10201-DQB10202 with pseudo-sequence HLA-DQA10201-DQB10202. The peptide sequence is GKAGCQTYKWETFLT. (6) The peptide sequence is VHAQTVEDEARRMWA. The MHC is HLA-DQA10501-DQB10301 with pseudo-sequence HLA-DQA10501-DQB10301. The binding affinity (normalized) is 0.117. (7) The peptide sequence is APATPAAAGAEAGKA. The MHC is DRB1_1501 with pseudo-sequence DRB1_1501. The binding affinity (normalized) is 0.128.